Dataset: Full USPTO retrosynthesis dataset with 1.9M reactions from patents (1976-2016). Task: Predict the reactants needed to synthesize the given product. (1) Given the product [Cl:1][CH2:2][CH2:3][CH2:4][CH2:5][O:6][C:11]1[N:16]=[C:15]([CH3:17])[C:14]([C:18]([O:20][CH2:21][CH2:22][C:23]([CH3:27])=[C:24]([F:26])[F:25])=[O:19])=[CH:13][N:12]=1, predict the reactants needed to synthesize it. The reactants are: [Cl:1][CH2:2][CH2:3][CH2:4][CH2:5][OH:6].CS([C:11]1[N:16]=[C:15]([CH3:17])[C:14]([C:18]([O:20][CH2:21][CH2:22][C:23]([CH3:27])=[C:24]([F:26])[F:25])=[O:19])=[CH:13][N:12]=1)(=O)=O.C(N(CC)CC)C. (2) Given the product [CH3:38][O:39][C:17]1[CH:18]=[C:13]([C:12](=[O:26])[CH2:9][CH2:10][CH2:11][CH3:6])[CH:14]=[CH:15][CH:16]=1, predict the reactants needed to synthesize it. The reactants are: CC(C)(C)C(O[C:6]1[CH:11]=[CH:10][C:9]([C:12](=[O:26])[C:13]2[CH:18]=[CH:17][C:16](OC(=O)C(C)(C)C)=[CH:15][CH:14]=2)=CC=1)=O.C([Mg]Cl)CCC.Cl.C1C[O:39][CH2:38]C1. (3) The reactants are: [Cl:1][C:2]1[CH:3]=[CH:4][C:5]2[NH:11][C:10]3[CH:12]=[CH:13][CH:14]=[CH:15][C:9]=3[C:8]([N:16]3[CH2:21][CH2:20][NH:19][CH2:18][CH2:17]3)=[N:7][C:6]=2[CH:22]=1.Cl[C:24]([O:26][CH2:27][CH:28]([CH3:30])[CH3:29])=[O:25]. Given the product [CH2:27]([O:26][C:24]([N:19]1[CH2:20][CH2:21][N:16]([C:8]2[C:9]3[CH:15]=[CH:14][CH:13]=[CH:12][C:10]=3[NH:11][C:5]3[CH:4]=[CH:3][C:2]([Cl:1])=[CH:22][C:6]=3[N:7]=2)[CH2:17][CH2:18]1)=[O:25])[CH:28]([CH3:30])[CH3:29], predict the reactants needed to synthesize it. (4) Given the product [F:25][C:26]1[CH:47]=[C:46]2[C:29]([CH:30]([OH:48])[CH2:31][C:32]3([O:45]2)[CH2:33][CH2:34][N:35]([C:38]([O:40][C:41]([CH3:44])([CH3:43])[CH3:42])=[O:39])[CH2:36][CH2:37]3)=[CH:28][CH:27]=1, predict the reactants needed to synthesize it. The reactants are: ClC1C=CC=C2C=1OC1(CCN(C(OC(C)(C)C)=O)CC1)CC2=O.[F:25][C:26]1[CH:47]=[C:46]2[C:29]([C:30](=[O:48])[CH2:31][C:32]3([O:45]2)[CH2:37][CH2:36][N:35]([C:38]([O:40][C:41]([CH3:44])([CH3:43])[CH3:42])=[O:39])[CH2:34][CH2:33]3)=[CH:28][CH:27]=1. (5) Given the product [C:48]([NH:47][C:38]1[C:39]2[C@H:43]3[CH2:44][C@H:42]3[C:41]([F:45])([F:46])[C:40]=2[N:36]([CH2:35][C:34]([NH:33][C@H:23]([C:12]2[C:11]([C:8]3[CH:9]=[CH:10][C:2]([Cl:1])=[C:3]4[C:7]=3[N:6]([CH3:53])[N:5]=[C:4]4[NH:54][S:55]([CH3:58])(=[O:57])=[O:56])=[CH:16][CH:15]=[C:14]([C:17]#[C:18][C:19]([OH:22])([CH3:20])[CH3:21])[N:13]=2)[CH2:24][C:25]2[CH:26]=[C:27]([F:32])[CH:28]=[C:29]([F:31])[CH:30]=2)=[O:52])[N:37]=1)(=[O:49])[CH3:59], predict the reactants needed to synthesize it. The reactants are: [Cl:1][C:2]1[CH:10]=[CH:9][C:8]([C:11]2[C:12]([C@@H:23]([NH:33][C:34](=[O:52])[CH2:35][N:36]3[C:40]4[C:41]([F:46])([F:45])[C@@H:42]5[CH2:44][C@@H:43]5[C:39]=4[C:38]([NH:47][C:48](=O)[O:49]C)=[N:37]3)[CH2:24][C:25]3[CH:30]=[C:29]([F:31])[CH:28]=[C:27]([F:32])[CH:26]=3)=[N:13][C:14]([C:17]#[C:18][C:19]([OH:22])([CH3:21])[CH3:20])=[CH:15][CH:16]=2)=[C:7]2[C:3]=1[C:4]([NH:54][S:55]([CH3:58])(=[O:57])=[O:56])=[N:5][N:6]2[CH3:53].[C:59](Cl)(=O)C. (6) Given the product [F:23][C@@H:24]1[CH2:28][CH2:27][N:26]([C:29]2[CH:34]=[C:33]([C:2]3[CH:3]=[CH:4][C:5]4[N:11]5[CH2:12][C@H:8]([CH2:9][CH2:10]5)[N:7]([C:13]([NH:15][C:16]5[CH:21]=[N:20][CH:19]=[CH:18][N:17]=5)=[O:14])[C:6]=4[N:22]=3)[CH:32]=[CH:31][CH:30]=2)[CH2:25]1, predict the reactants needed to synthesize it. The reactants are: Cl[C:2]1[CH:3]=[CH:4][C:5]2[N:11]3[CH2:12][C@H:8]([CH2:9][CH2:10]3)[N:7]([C:13]([NH:15][C:16]3[CH:21]=[N:20][CH:19]=[CH:18][N:17]=3)=[O:14])[C:6]=2[N:22]=1.[F:23][C@@H:24]1[CH2:28][CH2:27][N:26]([C:29]2[CH:34]=[CH:33][CH:32]=[C:31](B3OC(C)(C)C(C)(C)O3)[CH:30]=2)[CH2:25]1.C1(P(C2CCCCC2)C2C=CC=CC=2C2C(C(C)C)=CC(C(C)C)=CC=2C(C)C)CCCCC1.C([O-])([O-])=O.[Cs+].[Cs+]. (7) Given the product [Cl:1][C:2]1[CH:7]=[C:6]([CH2:8][C:9]2[C:14](=[O:15])[N:13]([C:35]3[CH:36]=[CH:37][C:32]([O:31][CH:28]([CH3:30])[CH3:29])=[CH:33][CH:34]=3)[C:12]([CH3:16])=[N:11][C:10]=2[CH2:17][CH2:18][CH3:19])[CH:5]=[CH:4][C:3]=1[C:20]1[CH:25]=[CH:24][CH:23]=[CH:22][C:21]=1[C:26]1[NH:43][C:54](=[O:56])[O:57][N:27]=1, predict the reactants needed to synthesize it. The reactants are: [Cl:1][C:2]1[CH:7]=[C:6]([CH2:8][C:9]2[C:14](=[O:15])[NH:13][C:12]([CH3:16])=[N:11][C:10]=2[CH2:17][CH2:18][CH3:19])[CH:5]=[CH:4][C:3]=1[C:20]1[C:21]([C:26]#[N:27])=[CH:22][CH:23]=[CH:24][CH:25]=1.[CH:28]([O:31][C:32]1[CH:37]=[CH:36][C:35](B(O)O)=[CH:34][CH:33]=1)([CH3:30])[CH3:29].C([N:43](CC)CC)C.N1C=CC=CC=1.[C:54]([O-:57])(=[O:56])C. (8) Given the product [CH3:6][O:7][C:8](=[O:33])[C@H:9]([NH2:22])[CH2:10][C:11]1[C:20]([Br:21])=[CH:19][C:14]2[NH:15][C:16](=[O:18])[O:17][C:13]=2[CH:12]=1, predict the reactants needed to synthesize it. The reactants are: C[Si](I)(C)C.[CH3:6][O:7][C:8](=[O:33])[C@H:9]([NH:22]C(OCC1C=CC=CC=1)=O)[CH2:10][C:11]1[C:20]([Br:21])=[CH:19][C:14]2[NH:15][C:16](=[O:18])[O:17][C:13]=2[CH:12]=1.C(N(CC)CC)C. (9) Given the product [C:1]([O:5][C:6]([N:8]1[CH2:11][CH:10]([N:18]2[CH2:19][CH2:20][C:15]([F:21])([F:14])[CH2:16][CH2:17]2)[CH2:9]1)=[O:7])([CH3:4])([CH3:3])[CH3:2], predict the reactants needed to synthesize it. The reactants are: [C:1]([O:5][C:6]([N:8]1[CH2:11][C:10](=O)[CH2:9]1)=[O:7])([CH3:4])([CH3:3])[CH3:2].Cl.[F:14][C:15]1([F:21])[CH2:20][CH2:19][NH:18][CH2:17][CH2:16]1.C(O[BH-](OC(=O)C)OC(=O)C)(=O)C.[Na+]. (10) The reactants are: [NH2:1][CH2:2][C:3]1[C:7]([CH2:8][O:9][Si:10]([C:23]([CH3:26])([CH3:25])[CH3:24])([C:17]2[CH:22]=[CH:21][CH:20]=[CH:19][CH:18]=2)[C:11]2[CH:16]=[CH:15][CH:14]=[CH:13][CH:12]=2)=[N:6][N:5]([CH2:27][C@@H:28]2[C@H:31]([NH:32][C:33](=[O:42])[O:34][CH2:35][C:36]3[CH:41]=[CH:40][CH:39]=[CH:38][CH:37]=3)[C:30](=[O:43])[N:29]2[CH2:44][C:45]2[CH:50]=[CH:49][C:48]([O:51][CH3:52])=[CH:47][C:46]=2[O:53][CH3:54])[N:4]=1.[N+:55]([C:58]1[CH:63]=[CH:62][CH:61]=[CH:60][C:59]=1[S:64](Cl)(=[O:66])=[O:65])([O-:57])=[O:56]. Given the product [Si:10]([O:9][CH2:8][C:7]1[C:3]([CH2:2][NH:1][S:64]([C:59]2[CH:60]=[CH:61][CH:62]=[CH:63][C:58]=2[N+:55]([O-:57])=[O:56])(=[O:65])=[O:66])=[N:4][N:5]([CH2:27][C@@H:28]2[C@H:31]([NH:32][C:33](=[O:42])[O:34][CH2:35][C:36]3[CH:37]=[CH:38][CH:39]=[CH:40][CH:41]=3)[C:30](=[O:43])[N:29]2[CH2:44][C:45]2[CH:50]=[CH:49][C:48]([O:51][CH3:52])=[CH:47][C:46]=2[O:53][CH3:54])[N:6]=1)([C:23]([CH3:24])([CH3:25])[CH3:26])([C:17]1[CH:18]=[CH:19][CH:20]=[CH:21][CH:22]=1)[C:11]1[CH:16]=[CH:15][CH:14]=[CH:13][CH:12]=1, predict the reactants needed to synthesize it.